From a dataset of Catalyst prediction with 721,799 reactions and 888 catalyst types from USPTO. Predict which catalyst facilitates the given reaction. (1) Reactant: Cl[Si](C)(C)C.[NH2:6][C:7]1[C:8]2[NH:15][CH:14]=[C:13]([CH2:16][N:17]([CH:35]([CH2:38][OH:39])[CH2:36][OH:37])[C:18](=[O:34])[O:19][CH2:20][CH:21]3[C:33]4[CH:32]=[CH:31][CH:30]=[CH:29][C:28]=4[C:27]4[C:22]3=[CH:23][CH:24]=[CH:25][CH:26]=4)[C:9]=2[N:10]=[CH:11][N:12]=1.[C:40](Cl)(=[O:47])[C:41]1[CH:46]=[CH:45][CH:44]=[CH:43][CH:42]=1. Product: [C:40]([NH:6][C:7]1[C:8]2[NH:15][CH:14]=[C:13]([CH2:16][N:17]([CH:35]([CH2:36][OH:37])[CH2:38][OH:39])[C:18](=[O:34])[O:19][CH2:20][CH:21]3[C:22]4[CH:23]=[CH:24][CH:25]=[CH:26][C:27]=4[C:28]4[C:33]3=[CH:32][CH:31]=[CH:30][CH:29]=4)[C:9]=2[N:10]=[CH:11][N:12]=1)(=[O:47])[C:41]1[CH:46]=[CH:45][CH:44]=[CH:43][CH:42]=1. The catalyst class is: 17. (2) Reactant: [F:1][C:2]([F:11])([F:10])[C:3]1[CH:4]=[CH:5][C:6]([NH2:9])=[N:7][CH:8]=1.[F:12][C:13]1[CH:14]=[C:15]([CH:18]=[CH:19][CH:20]=1)[CH:16]=O.O.C1(C)C=CC(S(O)(=O)=O)=CC=1.[N+:33]([C:35]([CH3:38])([CH3:37])[CH3:36])#[C-:34]. Product: [C:35]([NH:33][C:34]1[N:7]2[CH:8]=[C:3]([C:2]([F:1])([F:10])[F:11])[CH:4]=[CH:5][C:6]2=[N:9][C:16]=1[C:15]1[CH:18]=[CH:19][CH:20]=[C:13]([F:12])[CH:14]=1)([CH3:38])([CH3:37])[CH3:36]. The catalyst class is: 5. (3) Reactant: [CH3:1][O:2][C:3]1[CH:4]=[C:5](/[C:11](=[CH:14]/[C:15]2[CH:20]=[CH:19][C:18]([OH:21])=[CH:17][CH:16]=2)/[C:12]#[N:13])[CH:6]=[CH:7][C:8]=1[O:9][CH3:10].C(=O)([O-])[O-].[K+].[K+].Br[CH2:29][CH2:30][CH2:31][CH2:32][CH2:33][CH2:34][C:35]([O:37][CH2:38][CH3:39])=[O:36]. Product: [C:12](/[C:11](/[C:5]1[CH:6]=[CH:7][C:8]([O:9][CH3:10])=[C:3]([O:2][CH3:1])[CH:4]=1)=[CH:14]\[C:15]1[CH:16]=[CH:17][C:18]([O:21][CH2:29][CH2:30][CH2:31][CH2:32][CH2:33][CH2:34][C:35]([O:37][CH2:38][CH3:39])=[O:36])=[CH:19][CH:20]=1)#[N:13]. The catalyst class is: 16.